This data is from Full USPTO retrosynthesis dataset with 1.9M reactions from patents (1976-2016). The task is: Predict the reactants needed to synthesize the given product. (1) Given the product [CH:23]1([N:19]([CH3:20])[C:2]2[C:3](=[O:16])[NH:4][C:5]3[C:10]([N:11]=2)=[CH:9][C:8]([C:12]([O:14][CH3:15])=[O:13])=[CH:7][CH:6]=3)[CH2:24][CH2:25]1, predict the reactants needed to synthesize it. The reactants are: Cl[C:2]1[C:3](=[O:16])[NH:4][C:5]2[C:10]([N:11]=1)=[CH:9][C:8]([C:12]([O:14][CH3:15])=[O:13])=[CH:7][CH:6]=2.CC[N:19]([CH:23]([CH3:25])[CH3:24])[CH:20](C)C.Cl.CNC1CC1. (2) Given the product [Cl:6][C:7]1[CH:16]=[N:15][C:14]2[C:13]([N:17]3[CH2:22][CH2:21][O:20][CH2:19][CH2:18]3)=[N:12][C:11]([C:23]3[CH:28]=[CH:27][C:26]([NH2:29])=[CH:25][CH:24]=3)=[N:10][C:9]=2[CH:8]=1, predict the reactants needed to synthesize it. The reactants are: O.O.[Sn](Cl)Cl.[Cl:6][C:7]1[CH:16]=[N:15][C:14]2[C:13]([N:17]3[CH2:22][CH2:21][O:20][CH2:19][CH2:18]3)=[N:12][C:11]([C:23]3[CH:28]=[CH:27][C:26]([N+:29]([O-])=O)=[CH:25][CH:24]=3)=[N:10][C:9]=2[CH:8]=1. (3) Given the product [F:16][C:14]1[CH:15]=[C:10](/[CH:19]=[CH:20]/[CH3:21])[CH:11]=[C:12]([F:18])[C:13]=1[F:17], predict the reactants needed to synthesize it. The reactants are: [F-].[Cs+].O1CCOCC1.Br[C:10]1[CH:15]=[C:14]([F:16])[C:13]([F:17])=[C:12]([F:18])[CH:11]=1.[CH:19](/B(O)O)=[CH:20]\[CH3:21]. (4) Given the product [C:15]1([C:25]2[NH:1][N:2]=[C:3]([C:5]3[C:10]([C:11]([F:12])([F:13])[F:14])=[CH:9][CH:8]=[CH:7][N:6]=3)[N:4]=2)[C:24]2[C:19](=[CH:20][CH:21]=[CH:22][CH:23]=2)[CH:18]=[CH:17][CH:16]=1, predict the reactants needed to synthesize it. The reactants are: [NH2:1][NH:2][C:3]([C:5]1[C:10]([C:11]([F:14])([F:13])[F:12])=[CH:9][CH:8]=[CH:7][N:6]=1)=[NH:4].[C:15]1([CH:25]=O)[C:24]2[C:19](=[CH:20][CH:21]=[CH:22][CH:23]=2)[CH:18]=[CH:17][CH:16]=1. (5) Given the product [CH:28]1([N:16]2[CH:17]=[C:18]([C:19]([O:21][C:22]([CH3:25])([CH3:24])[CH3:23])=[O:20])[C:14]([C:11]3[CH:10]=[CH:9][C:8]([O:1][C:2]4[CH:3]=[CH:4][CH:5]=[CH:6][CH:7]=4)=[CH:13][CH:12]=3)=[N:15]2)[CH2:32][CH2:31][CH2:30][CH2:29]1, predict the reactants needed to synthesize it. The reactants are: [O:1]([C:8]1[CH:13]=[CH:12][C:11]([C:14]2[C:18]([C:19]([O:21][C:22]([CH3:25])([CH3:24])[CH3:23])=[O:20])=[CH:17][NH:16][N:15]=2)=[CH:10][CH:9]=1)[C:2]1[CH:7]=[CH:6][CH:5]=[CH:4][CH:3]=1.[H-].[Na+].[CH:28]1(I)[CH2:32][CH2:31][CH2:30][CH2:29]1.CCOC(C)=O. (6) Given the product [CH2:11]([O:13][C:14]([N:16]1[CH2:17][CH:18]2[CH:23]([CH:26]([OH:25])[CH2:27][S:28][C:29]([O:30][CH2:31][CH3:32])=[S:33])[C:22](=[O:24])[CH2:21][CH:19]2[CH2:20]1)=[O:15])[CH3:12], predict the reactants needed to synthesize it. The reactants are: C[Si]([N-][Si](C)(C)C)(C)C.[Li+].[CH2:11]([O:13][C:14]([N:16]1[CH2:20][CH:19]2[CH2:21][C:22](=[O:24])[CH2:23][CH:18]2[CH2:17]1)=[O:15])[CH3:12].[O:25]=[CH:26][CH2:27][S:28][C:29](=[S:33])[O:30][CH2:31][CH3:32].C(O)(=O)C. (7) Given the product [CH3:4][C:3]([O:8]/[N:9]=[C:10](\[C:17]([NH:19][C@@H:20]1[C:23](=[O:24])[N:22]2[C:25]([C:44]([OH:46])=[O:45])=[C:26]([CH2:29][N+:30]3[N:34]([CH3:35])[C:33]([NH2:36])=[C:32]([NH:37][C:38]([NH:40][CH2:41][CH2:42][NH2:43])=[O:39])[CH:31]=3)[CH2:27][S:28][C@H:21]12)=[O:18])/[C:11]1[N:12]=[C:13]([NH2:16])[S:14][N:15]=1)([C:5]([O-:7])=[O:6])[CH3:2].[OH:50][S:47]([OH:51])(=[O:49])=[O:48], predict the reactants needed to synthesize it. The reactants are: O.[CH3:2][C:3]([O:8]/[N:9]=[C:10](\[C:17]([NH:19][C@@H:20]1[C:23](=[O:24])[N:22]2[C:25]([C:44]([OH:46])=[O:45])=[C:26]([CH2:29][N+:30]3[N:34]([CH3:35])[C:33]([NH2:36])=[C:32]([NH:37][C:38]([NH:40][CH2:41][CH2:42][NH2:43])=[O:39])[CH:31]=3)[CH2:27][S:28][C@H:21]12)=[O:18])/[C:11]1[N:12]=[C:13]([NH2:16])[S:14][N:15]=1)([C:5]([O-:7])=[O:6])[CH3:4].[S:47](=[O:51])(=[O:50])([OH:49])[OH:48]. (8) The reactants are: [C:1]([CH2:4][CH:5]1[C:9]2[C:10]([C:16]([NH:18][C:19]3[C:24]([Cl:25])=[CH:23][N:22]=[CH:21][C:20]=3[Cl:26])=[O:17])=[CH:11][CH:12]=[C:13]([O:14][CH3:15])[C:8]=2[O:7][CH2:6]1)(O)=[O:2].[F:27][C:28]1[CH:35]=[CH:34][C:31]([CH2:32][NH2:33])=[CH:30][CH:29]=1. Given the product [Cl:26][C:20]1[CH:21]=[N:22][CH:23]=[C:24]([Cl:25])[C:19]=1[NH:18][C:16]([C:10]1[C:9]2[CH:5]([CH2:4][C:1]([NH:33][CH2:32][C:31]3[CH:34]=[CH:35][C:28]([F:27])=[CH:29][CH:30]=3)=[O:2])[CH2:6][O:7][C:8]=2[C:13]([O:14][CH3:15])=[CH:12][CH:11]=1)=[O:17], predict the reactants needed to synthesize it.